This data is from Forward reaction prediction with 1.9M reactions from USPTO patents (1976-2016). The task is: Predict the product of the given reaction. (1) Given the reactants [F:1][C:2]1[CH:7]=[C:6]([OH:8])[CH:5]=[CH:4][C:3]=1[C:9]([N:11]1[CH2:15][CH2:14][CH2:13][C@H:12]1[CH2:16][N:17]1[CH2:21][CH2:20][CH2:19][C@H:18]1[CH3:22])=[O:10].Br[CH2:24][C:25]1[O:26][C:27]([C:30]([F:33])([F:32])[F:31])=[CH:28][CH:29]=1, predict the reaction product. The product is: [F:31][C:30]([F:33])([F:32])[C:27]([OH:8])=[O:26].[F:1][C:2]1[CH:7]=[C:6]([O:8][CH2:24][C:25]2[O:26][C:27]([C:30]([F:33])([F:32])[F:31])=[CH:28][CH:29]=2)[CH:5]=[CH:4][C:3]=1[C:9]([N:11]1[CH2:15][CH2:14][CH2:13][C@H:12]1[CH2:16][N:17]1[CH2:21][CH2:20][CH2:19][C@H:18]1[CH3:22])=[O:10].[F:31][C:30]([F:33])([F:32])[C:27]([O-:8])=[O:26]. (2) Given the reactants [C:1](Cl)(=[O:5])[C:2](Cl)=[O:3].[C:7]([OH:11])([CH3:10])([CH3:9])[CH3:8].[Cl:12][C:13]1[CH:18]=[CH:17][C:16]([C:19]2[S:27][C:26]3[C:25](=[O:28])[N:24]([C:29]4[CH:34]=[CH:33][C:32]([O:35][CH2:36][C:37]([OH:40])([CH3:39])[CH3:38])=[C:31]([O:41][CH3:42])[CH:30]=4)[CH:23]=[N:22][C:21]=3[CH:20]=2)=[CH:15][CH:14]=1.N1C=CC=CC=1, predict the reaction product. The product is: [C:1]([O:11][C:7]([CH3:10])([CH3:9])[CH3:8])(=[O:5])[C:2]([O:40][C:37]([CH3:39])([CH3:38])[CH2:36][O:35][C:32]1[CH:33]=[CH:34][C:29]([N:24]2[C:25](=[O:28])[C:26]3[S:27][C:19]([C:16]4[CH:17]=[CH:18][C:13]([Cl:12])=[CH:14][CH:15]=4)=[CH:20][C:21]=3[N:22]=[CH:23]2)=[CH:30][C:31]=1[O:41][CH3:42])=[O:3]. (3) Given the reactants [NH2:1][C:2]1[N:7]=[C:6]([C:8]2[O:9][CH:10]=[CH:11][CH:12]=2)[C:5]([C:13]#[N:14])=[C:4](S(C)=O)[N:3]=1.Cl.Cl.[C:20]1([NH:30][CH2:31][CH2:32][NH2:33])[C:29]2[C:24](=[CH:25][CH:26]=[CH:27][CH:28]=2)[CH:23]=[CH:22][CH:21]=1.C1CCN2C(=NCCC2)CC1, predict the reaction product. The product is: [NH2:1][C:2]1[N:7]=[C:6]([C:8]2[O:9][CH:10]=[CH:11][CH:12]=2)[C:5]([C:13]#[N:14])=[C:4]([NH:33][CH2:32][CH2:31][NH:30][C:20]2[C:29]3[C:24](=[CH:25][CH:26]=[CH:27][CH:28]=3)[CH:23]=[CH:22][CH:21]=2)[N:3]=1. (4) Given the reactants Cl[C:2]1[C:3](=[O:14])[C:4]2[C:9]([C:10](=[O:13])[C:11]=1Cl)=[CH:8][CH:7]=[CH:6][CH:5]=2.[CH:15]([O:18][C:19]1[C:28]2[C:23](=[CH:24][CH:25]=[CH:26][CH:27]=2)[C:22]([OH:29])=[CH:21][CH:20]=1)([CH3:17])[CH3:16], predict the reaction product. The product is: [CH:15]([O:18][C:19]1[C:28]2[CH:27]=[CH:26][CH:25]=[CH:24][C:23]=2[C:22]2[O:29][C:2]3[C:3](=[O:14])[C:4]4[CH:5]=[CH:6][CH:7]=[CH:8][C:9]=4[C:10](=[O:13])[C:11]=3[C:21]=2[CH:20]=1)([CH3:17])[CH3:16]. (5) Given the reactants [CH3:1][O:2][C:3]1[CH:29]=[CH:28][C:6]([CH2:7][N:8]([C:23]2[S:24][CH:25]=[CH:26][N:27]=2)[S:9]([C:12]2[CH:13]=[CH:14][C:15]3[NH:20][CH2:19][CH:18]([CH3:21])[O:17][C:16]=3[CH:22]=2)(=[O:11])=[O:10])=[CH:5][CH:4]=1.F[C:31]1[CH:38]=[CH:37][C:36]([C:39]([F:42])([F:41])[F:40])=[CH:35][C:32]=1[C:33]#[N:34].C([O-])([O-])=O.[Cs+].[Cs+], predict the reaction product. The product is: [C:33]([C:32]1[CH:35]=[C:36]([C:39]([F:40])([F:41])[F:42])[CH:37]=[CH:38][C:31]=1[N:20]1[CH2:19][CH:18]([CH3:21])[O:17][C:16]2[CH:22]=[C:12]([S:9]([N:8]([CH2:7][C:6]3[CH:5]=[CH:4][C:3]([O:2][CH3:1])=[CH:29][CH:28]=3)[C:23]3[S:24][CH:25]=[CH:26][N:27]=3)(=[O:11])=[O:10])[CH:13]=[CH:14][C:15]1=2)#[N:34]. (6) Given the reactants OC(C(F)(F)F)=O.[C:8]([C:10]1[CH:11]=[CH:12][C:13]([N:16]2[CH2:21][CH2:20][NH:19][CH2:18][CH:17]2[C:22]([O:24][CH3:25])=[O:23])=[N:14][CH:15]=1)#[N:9].[F:26][C:27]([F:43])([F:42])[C:28]1[O:32][N:31]=[C:30]([C:33]2[CH:34]=[C:35]([CH:39]=[CH:40][CH:41]=2)[C:36](O)=[O:37])[N:29]=1, predict the reaction product. The product is: [C:8]([C:10]1[CH:11]=[CH:12][C:13]([N:16]2[CH2:21][CH2:20][N:19]([C:36](=[O:37])[C:35]3[CH:39]=[CH:40][CH:41]=[C:33]([C:30]4[N:29]=[C:28]([C:27]([F:43])([F:42])[F:26])[O:32][N:31]=4)[CH:34]=3)[CH2:18][CH:17]2[C:22]([O:24][CH3:25])=[O:23])=[N:14][CH:15]=1)#[N:9].